From a dataset of Reaction yield outcomes from USPTO patents with 853,638 reactions. Predict the reaction yield, written as a fraction of the theoretical maximum amount of product (1.0 means a 100% yield; for example, 0.34 means a 34% yield). (1) The reactants are [Si:1]([O:18][CH2:19][C:20]([C:23]1[CH:27]=[C:26]([NH:28][C:29]([NH:31][C@@H:32]2[C:41]3[C:36](=[CH:37][CH:38]=[CH:39][CH:40]=3)[C@H:35]([O:42][C:43]3[CH:44]=[CH:45][C:46]4[N:47]([C:49]([N:52]5[CH2:57][CH2:56][CH2:55][CH2:54][C@@H:53]5[CH3:58])=[N:50][N:51]=4)[CH:48]=3)[CH2:34][CH2:33]2)=[O:30])[N:25]([C:59]2[CH:64]=[CH:63][CH:62]=[C:61]([O:65][CH2:66][CH2:67][O:68]C3CCCCO3)[CH:60]=2)[N:24]=1)([CH3:22])[CH3:21])([C:14]([CH3:17])([CH3:16])[CH3:15])([C:8]1[CH:13]=[CH:12][CH:11]=[CH:10][CH:9]=1)[C:2]1[CH:7]=[CH:6][CH:5]=[CH:4][CH:3]=1.C1(C)C=CC(S([O-])(=O)=O)=CC=1.[NH+]1C=CC=CC=1. The catalyst is CO. The product is [Si:1]([O:18][CH2:19][C:20]([C:23]1[CH:27]=[C:26]([NH:28][C:29]([NH:31][C@@H:32]2[C:41]3[C:36](=[CH:37][CH:38]=[CH:39][CH:40]=3)[C@H:35]([O:42][C:43]3[CH:44]=[CH:45][C:46]4[N:47]([C:49]([N:52]5[CH2:57][CH2:56][CH2:55][CH2:54][C@@H:53]5[CH3:58])=[N:50][N:51]=4)[CH:48]=3)[CH2:34][CH2:33]2)=[O:30])[N:25]([C:59]2[CH:64]=[CH:63][CH:62]=[C:61]([O:65][CH2:66][CH2:67][OH:68])[CH:60]=2)[N:24]=1)([CH3:21])[CH3:22])([C:14]([CH3:15])([CH3:17])[CH3:16])([C:8]1[CH:13]=[CH:12][CH:11]=[CH:10][CH:9]=1)[C:2]1[CH:3]=[CH:4][CH:5]=[CH:6][CH:7]=1. The yield is 0.750. (2) The reactants are [OH-].[K+].C([O:5][C:6](=[O:36])[CH2:7][CH:8]([C:12]1[CH:17]=[CH:16][C:15]([O:18][CH2:19][C:20]2[N:21]=[C:22]([C:26]3[CH:31]=[CH:30][C:29]([C:32]([F:35])([F:34])[F:33])=[CH:28][CH:27]=3)[O:23][C:24]=2[CH3:25])=[CH:14][CH:13]=1)[C:9]#[C:10][CH3:11])C.Cl. The catalyst is C(O)C.O. The product is [CH3:25][C:24]1[O:23][C:22]([C:26]2[CH:31]=[CH:30][C:29]([C:32]([F:34])([F:33])[F:35])=[CH:28][CH:27]=2)=[N:21][C:20]=1[CH2:19][O:18][C:15]1[CH:14]=[CH:13][C:12]([CH:8]([C:9]#[C:10][CH3:11])[CH2:7][C:6]([OH:36])=[O:5])=[CH:17][CH:16]=1. The yield is 0.520.